Dataset: Catalyst prediction with 721,799 reactions and 888 catalyst types from USPTO. Task: Predict which catalyst facilitates the given reaction. Reactant: [CH2:1]([OH:4])[CH:2]=[CH2:3].[CH2:5]([C@@H:7]1[O:9][CH2:8]1)[Cl:6]. Product: [CH2:1]([O:4][CH2:8][C@@H:7]([OH:9])[CH2:5][Cl:6])[CH:2]=[CH2:3]. The catalyst class is: 27.